This data is from NCI-60 drug combinations with 297,098 pairs across 59 cell lines. The task is: Regression. Given two drug SMILES strings and cell line genomic features, predict the synergy score measuring deviation from expected non-interaction effect. (1) Drug 1: CN1CCC(CC1)COC2=C(C=C3C(=C2)N=CN=C3NC4=C(C=C(C=C4)Br)F)OC. Drug 2: CC1=C(C=C(C=C1)NC2=NC=CC(=N2)N(C)C3=CC4=NN(C(=C4C=C3)C)C)S(=O)(=O)N.Cl. Cell line: MALME-3M. Synergy scores: CSS=9.46, Synergy_ZIP=-1.85, Synergy_Bliss=5.37, Synergy_Loewe=4.93, Synergy_HSA=5.00. (2) Cell line: NCIH23. Synergy scores: CSS=26.3, Synergy_ZIP=-2.64, Synergy_Bliss=-1.95, Synergy_Loewe=-18.6, Synergy_HSA=-3.25. Drug 1: CC1=CC=C(C=C1)C2=CC(=NN2C3=CC=C(C=C3)S(=O)(=O)N)C(F)(F)F. Drug 2: CN(CCCl)CCCl.Cl. (3) Synergy scores: CSS=16.9, Synergy_ZIP=-1.94, Synergy_Bliss=4.39, Synergy_Loewe=-2.04, Synergy_HSA=-2.03. Drug 1: C1CCN(CC1)CCOC2=CC=C(C=C2)C(=O)C3=C(SC4=C3C=CC(=C4)O)C5=CC=C(C=C5)O. Cell line: MDA-MB-435. Drug 2: CCC1=C2CN3C(=CC4=C(C3=O)COC(=O)C4(CC)O)C2=NC5=C1C=C(C=C5)O.